This data is from Reaction yield outcomes from USPTO patents with 853,638 reactions. The task is: Predict the reaction yield, written as a fraction of the theoretical maximum amount of product (1.0 means a 100% yield; for example, 0.34 means a 34% yield). (1) The reactants are [CH3:1][O:2][C:3](=[O:21])[CH2:4][N:5](C(OC(C)(C)C)=O)[CH2:6][CH2:7][N:8]1[CH2:13][CH2:12][O:11][CH2:10][CH2:9]1.C(O)(C(F)(F)F)=O. The catalyst is C(Cl)Cl. The product is [CH3:1][O:2][C:3](=[O:21])[CH2:4][NH:5][CH2:6][CH2:7][N:8]1[CH2:13][CH2:12][O:11][CH2:10][CH2:9]1. The yield is 0.760. (2) The reactants are [F:1][CH:2]([F:43])[O:3][C@H:4]([CH3:42])[C@H:5]([NH:37][C:38](=[O:41])[O:39][CH3:40])[C:6](=[O:36])[N:7]1[CH2:11][CH2:10][CH2:9][C@H:8]1[C:12]1[NH:13][C:14]([C:17]2[CH:26]=[CH:25][C:24]3[C:19](=[CH:20][CH:21]=[C:22](B4OC(C)(C)C(C)(C)O4)[CH:23]=3)[CH:18]=2)=[CH:15][N:16]=1.Br[C:45]1[CH:50]=[CH:49][C:48]([C:51]2[NH:55][C:54]([C@@H:56]3[CH2:60][CH2:59][CH2:58][N:57]3[C:61]([O:63][C:64]([CH3:67])([CH3:66])[CH3:65])=[O:62])=[N:53][CH:52]=2)=[CH:47][CH:46]=1.C(=O)([O-])[O-].[K+].[K+]. The product is [F:1][CH:2]([F:43])[O:3][C@H:4]([CH3:42])[C@H:5]([NH:37][C:38]([O:39][CH3:40])=[O:41])[C:6]([N:7]1[CH2:11][CH2:10][CH2:9][C@H:8]1[C:12]1[NH:13][C:14]([C:17]2[CH:18]=[C:19]3[C:24](=[CH:25][CH:26]=2)[CH:23]=[C:22]([C:45]2[CH:46]=[CH:47][C:48]([C:51]4[NH:55][C:54]([C@@H:56]5[CH2:60][CH2:59][CH2:58][N:57]5[C:61]([O:63][C:64]([CH3:67])([CH3:66])[CH3:65])=[O:62])=[N:53][CH:52]=4)=[CH:49][CH:50]=2)[CH:21]=[CH:20]3)=[CH:15][N:16]=1)=[O:36]. The catalyst is C(COC)OC. The yield is 0.450. (3) The reactants are [CH2:1]([Mg]Br)[CH3:2].[Br:5][C:6]1[CH:13]=[CH:12][C:9]([CH:10]=[O:11])=[C:8]([F:14])[CH:7]=1. The catalyst is O1CCCC1. The product is [Br:5][C:6]1[CH:13]=[CH:12][C:9]([CH:10]([OH:11])[CH2:1][CH3:2])=[C:8]([F:14])[CH:7]=1. The yield is 0.470. (4) The reactants are [Br:1][C:2]1[C:3]2[C:4]3[CH:18]=[CH:17][S:16][C:5]=3[C:6](=[O:15])[NH:7][C:8]=2[C:9]([CH3:14])=[CH:10][C:11]=1[O:12][CH3:13].[H-].[Na+].Cl[CH2:22][O:23][CH2:24][CH2:25][Si:26]([CH3:29])([CH3:28])[CH3:27]. The catalyst is CN(C=O)C.C1COCC1. The product is [Br:1][C:2]1[C:3]2[C:4]3[CH:18]=[CH:17][S:16][C:5]=3[C:6](=[O:15])[N:7]([CH2:22][O:23][CH2:24][CH2:25][Si:26]([CH3:29])([CH3:28])[CH3:27])[C:8]=2[C:9]([CH3:14])=[CH:10][C:11]=1[O:12][CH3:13]. The yield is 0.870. (5) The reactants are [NH2:1][C:2]1[S:6][C:5]2[CH:7]=[C:8]([OH:11])[CH:9]=[CH:10][C:4]=2[C:3]=1[C:12]([NH2:14])=[O:13].C(=O)([O-])[O-].[K+].[K+].[CH2:21](OS(OCC)(=O)=O)[CH3:22]. The catalyst is CC(C)=O. The product is [NH2:1][C:2]1[S:6][C:5]2[CH:7]=[C:8]([O:11][CH2:21][CH3:22])[CH:9]=[CH:10][C:4]=2[C:3]=1[C:12]([NH2:14])=[O:13]. The yield is 0.610. (6) The reactants are [C:1]([O:9][C:10]1[C:18]([O:19][CH3:20])=[CH:17][C:13]([C:14]([OH:16])=O)=[C:12]([N+:21]([O-:23])=[O:22])[CH:11]=1)(=O)[C:2]1[CH:7]=[CH:6][CH:5]=[CH:4][CH:3]=1.[NH:24]1[CH2:29][CH2:28][CH2:27][CH2:26][C@@H:25]1[C:30]([O:32][CH3:33])=[O:31].C(Cl)CCl.CCN(C(C)C)C(C)C. The catalyst is CC(N(C)C)=O. The product is [CH2:1]([O:9][C:10]1[C:18]([O:19][CH3:20])=[CH:17][C:13]([C:14]([N:24]2[CH2:29][CH2:28][CH2:27][CH2:26][C@@H:25]2[C:30]([O:32][CH3:33])=[O:31])=[O:16])=[C:12]([N+:21]([O-:23])=[O:22])[CH:11]=1)[C:2]1[CH:3]=[CH:4][CH:5]=[CH:6][CH:7]=1. The yield is 0.740. (7) The reactants are [Cl:1][C:2]1[N:3]=[C:4]([N:11]2[CH2:16][CH2:15][O:14][CH2:13][CH2:12]2)[C:5]2[S:10][CH:9]=[CH:8][C:6]=2[N:7]=1.C([Li])CCC.CCCCCC.CN([CH:31]=[O:32])C. The catalyst is C1COCC1. The product is [Cl:1][C:2]1[N:3]=[C:4]([N:11]2[CH2:16][CH2:15][O:14][CH2:13][CH2:12]2)[C:5]2[S:10][C:9]([CH:31]=[O:32])=[CH:8][C:6]=2[N:7]=1. The yield is 0.770. (8) The catalyst is CN(C)C=O. The product is [CH2:31]([O:30][C:28]([C:27]1[C:23]([C:22]([F:33])([F:34])[F:21])=[N:24][N:25]([C:7]([C:14]2[CH:19]=[CH:18][CH:17]=[CH:16][CH:15]=2)([C:8]2[CH:13]=[CH:12][CH:11]=[CH:10][CH:9]=2)[C:1]2[CH:6]=[CH:5][CH:4]=[CH:3][CH:2]=2)[CH:26]=1)=[O:29])[CH3:32]. The reactants are [C:1]1([C:7](Cl)([C:14]2[CH:19]=[CH:18][CH:17]=[CH:16][CH:15]=2)[C:8]2[CH:13]=[CH:12][CH:11]=[CH:10][CH:9]=2)[CH:6]=[CH:5][CH:4]=[CH:3][CH:2]=1.[F:21][C:22]([F:34])([F:33])[C:23]1[C:27]([C:28]([O:30][CH2:31][CH3:32])=[O:29])=[CH:26][NH:25][N:24]=1.C(N(CC)CC)C. The yield is 0.790. (9) The reactants are Cl[C:2]1[O:3][C:4]2[CH:10]=[CH:9][CH:8]=[CH:7][C:5]=2[N:6]=1.[NH2:11][C:12]1[C:13]([Cl:24])=[N:14][C:15]([CH2:18][C:19]([O:21][CH2:22][CH3:23])=[O:20])=[CH:16][CH:17]=1. The catalyst is C1(C)C(C)=CC=CC=1. The product is [O:3]1[C:4]2[CH:10]=[CH:9][CH:8]=[CH:7][C:5]=2[N:6]=[C:2]1[NH:11][C:12]1[C:13]([Cl:24])=[N:14][C:15]([CH2:18][C:19]([O:21][CH2:22][CH3:23])=[O:20])=[CH:16][CH:17]=1. The yield is 0.530. (10) The reactants are [F:1][C:2]1[CH:3]=[C:4]([CH:7]=[CH:8][C:9]=1[O:10][CH3:11])[CH:5]=O.[C:12]([CH:17]=P(C1C=CC=CC=1)(C1C=CC=CC=1)C1C=CC=CC=1)([O:14][CH2:15][CH3:16])=[O:13]. The catalyst is C1(C)C=CC=CC=1. The product is [F:1][C:2]1[CH:3]=[C:4](/[CH:5]=[CH:17]/[C:12]([O:14][CH2:15][CH3:16])=[O:13])[CH:7]=[CH:8][C:9]=1[O:10][CH3:11]. The yield is 0.876.